This data is from Forward reaction prediction with 1.9M reactions from USPTO patents (1976-2016). The task is: Predict the product of the given reaction. (1) Given the reactants [CH2:1]1[CH:10]2[N:5]([CH2:6][CH2:7][CH2:8][CH2:9]2)[CH2:4][CH:3]([C:11](OCC)=[O:12])[CH2:2]1.[H-].[Al+3].[Li+].[H-].[H-].[H-].C(OCC)(=O)C.[OH-].[Na+], predict the reaction product. The product is: [CH2:1]1[CH:10]2[N:5]([CH2:6][CH2:7][CH2:8][CH2:9]2)[CH2:4][CH:3]([CH2:11][OH:12])[CH2:2]1. (2) Given the reactants [C:1]([C:3]1[CH:11]=[CH:10][CH:9]=[C:8]2[C:4]=1[CH2:5][N:6]([CH:13]([CH2:21][CH2:22][C:23](=[O:25])[NH2:24])[C:14]([O:16]C(C)(C)C)=[O:15])[C:7]2=[O:12])#[N:2].FC(F)(F)C(O)=O, predict the reaction product. The product is: [C:1]([C:3]1[CH:11]=[CH:10][CH:9]=[C:8]2[C:4]=1[CH2:5][N:6]([CH:13]([CH2:21][CH2:22][C:23](=[O:25])[NH2:24])[C:14]([OH:16])=[O:15])[C:7]2=[O:12])#[N:2]. (3) The product is: [C:45]([C:40]1[CH:41]=[C:42]2[C:37](=[C:38]([F:49])[CH:39]=1)[C:36](=[O:50])[N:35]([C:7]1[C:6]([CH2:5][OH:4])=[C:11]([C:12]3[CH:17]=[C:16]([NH:18][C:19]4[N:20]=[C:21]([O:25][CH2:26][CH2:27][NH:28][C:29](=[O:32])[CH:30]=[CH2:31])[CH:22]=[CH:23][CH:24]=4)[C:15](=[O:33])[N:14]([CH3:34])[CH:13]=3)[CH:10]=[CH:9][N:8]=1)[N:44]=[CH:43]2)([CH3:48])([CH3:47])[CH3:46]. Given the reactants C([O:4][CH2:5][C:6]1[C:7]([N:35]2[N:44]=[CH:43][C:42]3[C:37](=[C:38]([F:49])[CH:39]=[C:40]([C:45]([CH3:48])([CH3:47])[CH3:46])[CH:41]=3)[C:36]2=[O:50])=[N:8][CH:9]=[CH:10][C:11]=1[C:12]1[CH:17]=[C:16]([NH:18][C:19]2[CH:24]=[CH:23][CH:22]=[C:21]([O:25][CH2:26][CH2:27][NH:28][C:29](=[O:32])[CH:30]=[CH2:31])[N:20]=2)[C:15](=[O:33])[N:14]([CH3:34])[CH:13]=1)(=O)C.[Li+].[OH-], predict the reaction product.